Dataset: Catalyst prediction with 721,799 reactions and 888 catalyst types from USPTO. Task: Predict which catalyst facilitates the given reaction. (1) Reactant: C(S[C:4]1[N:8]2[C:9]([C:13]3[C:22]4[C:17](=[CH:18][CH:19]=[CH:20][CH:21]=4)[CH:16]=[CH:15][CH:14]=3)=[CH:10][CH:11]=[CH:12][C:7]2=[CH:6][N:5]=1)C. Product: [C:13]1([C:9]2[N:8]3[CH:4]=[N:5][CH:6]=[C:7]3[CH:12]=[CH:11][CH:10]=2)[C:22]2[C:17](=[CH:18][CH:19]=[CH:20][CH:21]=2)[CH:16]=[CH:15][CH:14]=1. The catalyst class is: 470. (2) Reactant: [Cl:1][C:2]1[C:7]([C:8]2[NH:12][CH:11]=[C:10]([CH:13]=[O:14])[CH:9]=2)=[CH:6][CH:5]=[CH:4][N:3]=1.[H-].[Na+].[F:17][C:18]1[CH:19]=[C:20]([S:24](Cl)(=[O:26])=[O:25])[CH:21]=[CH:22][CH:23]=1. Product: [Cl:1][C:2]1[C:7]([C:8]2[N:12]([S:24]([C:20]3[CH:21]=[CH:22][CH:23]=[C:18]([F:17])[CH:19]=3)(=[O:26])=[O:25])[CH:11]=[C:10]([CH:13]=[O:14])[CH:9]=2)=[CH:6][CH:5]=[CH:4][N:3]=1. The catalyst class is: 334. (3) Reactant: [F:1][C:2]1[CH:3]=[C:4]([NH2:20])[CH:5]=[C:6]2[C:11]=1[N:10]([CH2:12][CH2:13][CH:14]1[CH2:18][CH2:17][CH2:16][N:15]1[CH3:19])[CH2:9][CH2:8][CH2:7]2.I.[S:22]1[CH:26]=[CH:25][CH:24]=[C:23]1[C:27](SC)=[NH:28]. Product: [F:1][C:2]1[CH:3]=[C:4]([NH:20][C:27]([C:23]2[S:22][CH:26]=[CH:25][CH:24]=2)=[NH:28])[CH:5]=[C:6]2[C:11]=1[N:10]([CH2:12][CH2:13][CH:14]1[CH2:18][CH2:17][CH2:16][N:15]1[CH3:19])[CH2:9][CH2:8][CH2:7]2. The catalyst class is: 8. (4) Reactant: Br[CH2:2][C:3]([C:5]1[CH:9]=[CH:8][S:7][C:6]=1[S:10]([NH2:13])(=[O:12])=[O:11])=[O:4].B(Cl)([C@@H]1[C@@H](C)C2C(C)(C)C(C2)C1)[C@@H]1[C@@H](C)C2C(C)(C)C(C2)C1.[OH-].[Na+]. Product: [OH:4][C@H:3]1[C:5]2[CH:9]=[CH:8][S:7][C:6]=2[S:10](=[O:12])(=[O:11])[NH:13][CH2:2]1. The catalyst class is: 188. (5) Reactant: [CH3:1][N:2]([C@@H:13]1[CH2:18][CH2:17][CH2:16][CH2:15][C@H:14]1[C:19]([OH:21])=[O:20])S(C1C=CC(C)=CC=1)(=O)=O.C(O)(=O)C.[BrH:26]. Product: [BrH:26].[CH3:1][NH:2][C@@H:13]1[CH2:18][CH2:17][CH2:16][CH2:15][C@H:14]1[C:19]([OH:21])=[O:20]. The catalyst class is: 6. (6) Reactant: Br[C:2]1[CH:3]=[C:4]([N:8]2[CH2:14][CH:13]3[O:15][CH:10]([CH2:11][CH2:12]3)[CH2:9]2)[CH:5]=[CH:6][CH:7]=1.[B:16]1([B:16]2[O:20][C:19]([CH3:22])([CH3:21])[C:18]([CH3:24])([CH3:23])[O:17]2)[O:20][C:19]([CH3:22])([CH3:21])[C:18]([CH3:24])([CH3:23])[O:17]1.C(Cl)Cl.C([O-])(=O)C.[K+]. Product: [CH3:23][C:18]1([CH3:24])[C:19]([CH3:22])([CH3:21])[O:20][B:16]([C:2]2[CH:3]=[C:4]([N:8]3[CH2:14][CH:13]4[O:15][CH:10]([CH2:11][CH2:12]4)[CH2:9]3)[CH:5]=[CH:6][CH:7]=2)[O:17]1. The catalyst class is: 800. (7) Reactant: [F:1][C:2]1[CH:7]=[CH:6][C:5]([C:8]2[O:9][C:10]3[CH:20]=[C:19]([CH2:21][S:22]([CH3:25])(=[O:24])=[O:23])[C:18]([O:26]C(C)C)=[CH:17][C:11]=3[C:12]=2[C:13]([NH:15][CH3:16])=[O:14])=[CH:4][CH:3]=1.ClB(Cl)Cl. Product: [F:1][C:2]1[CH:7]=[CH:6][C:5]([C:8]2[O:9][C:10]3[CH:20]=[C:19]([CH2:21][S:22]([CH3:25])(=[O:23])=[O:24])[C:18]([OH:26])=[CH:17][C:11]=3[C:12]=2[C:13]([NH:15][CH3:16])=[O:14])=[CH:4][CH:3]=1. The catalyst class is: 2. (8) Reactant: C(=O)([O-])O.[Na+].Cl.[NH2:7][OH:8].[F:9][C:10]([F:27])([F:26])[C:11]1[CH:16]=[CH:15][CH:14]=[C:13]([F:17])[C:12]=1[C:18]1[CH:23]=[CH:22][N:21]=[C:20]([C:24]#[N:25])[CH:19]=1. Product: [F:27][C:10]([F:26])([F:9])[C:11]1[CH:16]=[CH:15][CH:14]=[C:13]([F:17])[C:12]=1[C:18]1[CH:23]=[CH:22][N:21]=[C:20]([C:24](=[N:7][OH:8])[NH2:25])[CH:19]=1. The catalyst class is: 8.